Dataset: Catalyst prediction with 721,799 reactions and 888 catalyst types from USPTO. Task: Predict which catalyst facilitates the given reaction. (1) Reactant: [CH:1]1([C@H:6]([OH:29])[C@H:7]([N:18]2C(=O)C3C(=CC=CC=3)C2=O)[CH2:8][N:9]([CH3:17])[C:10]([O:12][C:13]([CH3:16])([CH3:15])[CH3:14])=[O:11])[CH2:5][CH2:4][CH2:3][CH2:2]1.O.NN.CCOCC. Product: [NH2:18][C@@H:7]([C@H:6]([CH:1]1[CH2:2][CH2:3][CH2:4][CH2:5]1)[OH:29])[CH2:8][N:9]([CH3:17])[C:10](=[O:11])[O:12][C:13]([CH3:16])([CH3:14])[CH3:15]. The catalyst class is: 14. (2) Reactant: [H-].[Na+].Cl[C:4]1[N:9]=[C:8]([C:10]2[CH:15]=[CH:14][CH:13]=[CH:12][CH:11]=2)[N:7]=[C:6]([C:16]2[CH:21]=[CH:20][CH:19]=[CH:18][CH:17]=2)[N:5]=1. Product: [C:10]1([C:8]2[N:9]=[CH:4][N:5]=[C:6]([C:16]3[CH:17]=[CH:18][CH:19]=[CH:20][CH:21]=3)[N:7]=2)[CH:15]=[CH:14][CH:13]=[CH:12][CH:11]=1. The catalyst class is: 9. (3) Reactant: [CH:1]1([C:7]2[C:15]3[C:10](=[CH:11][C:12]([C:16]([O:18]C)=[O:17])=[CH:13][CH:14]=3)[N:9]([CH2:20][C:21]([OH:23])=O)[C:8]=2[C:24]2[CH:29]=[CH:28][CH:27]=[CH:26][CH:25]=2)[CH2:6][CH2:5][CH2:4][CH2:3][CH2:2]1.Cl.[CH3:31][NH:32][CH3:33].CN(C(ON1N=NC2C=CC=NC1=2)=[N+](C)C)C.F[P-](F)(F)(F)(F)F.CCN(C(C)C)C(C)C.B(Br)(Br)Br. Product: [CH:1]1([C:7]2[C:15]3[C:10](=[CH:11][C:12]([C:16]([OH:18])=[O:17])=[CH:13][CH:14]=3)[N:9]([CH2:20][C:21]([N:32]([CH3:33])[CH3:31])=[O:23])[C:8]=2[C:24]2[CH:25]=[CH:26][CH:27]=[CH:28][CH:29]=2)[CH2:6][CH2:5][CH2:4][CH2:3][CH2:2]1. The catalyst class is: 31. (4) Reactant: [CH:1]1([C@@H:7]([NH:9][C:10]([C:12]2[C:21]3[C:16](=[CH:17][CH:18]=[CH:19][CH:20]=3)[N:15]=[C:14]([C:22]3[CH:27]=[CH:26][CH:25]=[CH:24][CH:23]=3)[C:13]=2[CH2:28]Br)=[O:11])[CH3:8])[CH2:6][CH2:5][CH2:4][CH2:3][CH2:2]1.[NH:30]1[CH2:34][CH2:33][NH:32][C:31]1=[O:35].C([O-])([O-])=O.[K+].[K+]. Product: [CH:1]1([C@@H:7]([NH:9][C:10]([C:12]2[C:21]3[C:16](=[CH:17][CH:18]=[CH:19][CH:20]=3)[N:15]=[C:14]([C:22]3[CH:27]=[CH:26][CH:25]=[CH:24][CH:23]=3)[C:13]=2[CH2:28][N:30]2[CH2:34][CH2:33][NH:32][C:31]2=[O:35])=[O:11])[CH3:8])[CH2:6][CH2:5][CH2:4][CH2:3][CH2:2]1. The catalyst class is: 23. (5) Reactant: [CH3:1][C:2]([CH3:4])=[O:3].[NH4+].[Cl-].CCOC(C)=O.[Cl:13][C:14]1[C:15]([F:25])=[C:16]2[C:21](=[CH:22][CH:23]=1)[N:20]=[CH:19][C:18]([NH2:24])=[CH:17]2. Product: [NH2:24][C:18]1[CH:19]=[N:20][C:21]2[C:16]([C:17]=1[C:2]([OH:3])([CH3:4])[CH3:1])=[C:15]([F:25])[C:14]([Cl:13])=[CH:23][CH:22]=2. The catalyst class is: 6. (6) Reactant: [CH3:1][O:2][C:3]1[CH:4]=[C:5]2[C:10](=[CH:11][C:12]=1[O:13][CH3:14])[NH:9][CH:8]=[CH:7][C:6]2=O.P12(SP3(SP(SP(S3)(S1)=S)(=S)S2)=S)=[S:17].C(=O)(O)[O-].[Na+]. Product: [CH3:1][O:2][C:3]1[CH:4]=[C:5]2[C:10](=[CH:11][C:12]=1[O:13][CH3:14])[NH:9][CH:8]=[CH:7][C:6]2=[S:17]. The catalyst class is: 270. (7) The catalyst class is: 1. Product: [Cl:1][C:2]1[N:3]=[C:4]([C:9]([NH:11][C@H:12]2[CH2:17][CH2:16][N:15]([C:18]3[S:19][C:20]([C:23]([OH:25])=[O:24])=[CH:21][N:22]=3)[CH2:14][C@H:13]2[O:28][CH2:29][CH2:30][F:31])=[O:10])[NH:5][C:6]=1[CH2:7][CH3:8]. Reactant: [Cl:1][C:2]1[N:3]=[C:4]([C:9]([NH:11][C@H:12]2[CH2:17][CH2:16][N:15]([C:18]3[S:19][C:20]([C:23]([O:25]CC)=[O:24])=[CH:21][N:22]=3)[CH2:14][C@H:13]2[O:28][CH2:29][CH2:30][F:31])=[O:10])[NH:5][C:6]=1[CH2:7][CH3:8].[OH-].[Li+].CO.